From a dataset of Forward reaction prediction with 1.9M reactions from USPTO patents (1976-2016). Predict the product of the given reaction. Given the reactants [NH2:1][C:2](=[N:14][OH:15])[C:3]1[CH:12]=[CH:11][C:6](C(OC)=O)=[C:5](F)[CH:4]=1.[CH3:16][S:17](C1C=C(C=CC=1)C#N)(=[O:19])=[O:18], predict the reaction product. The product is: [OH:15][N:14]=[C:2]([C:3]1[CH:12]=[CH:11][CH:6]=[C:5]([S:17]([CH3:16])(=[O:19])=[O:18])[CH:4]=1)[NH2:1].